Dataset: Reaction yield outcomes from USPTO patents with 853,638 reactions. Task: Predict the reaction yield, written as a fraction of the theoretical maximum amount of product (1.0 means a 100% yield; for example, 0.34 means a 34% yield). (1) The reactants are [C:1]([Si:5]([CH3:37])([CH3:36])[O:6][C:7]1([C:11]2[S:12][C:13]([C:16]3[CH:17]=[C:18]([NH:25][C:26]4[N:31]=[C:30]([C:32]([F:35])([F:34])[F:33])[CH:29]=[CH:28][N:27]=4)[CH:19]=[C:20]([N+:22]([O-:24])=[O:23])[CH:21]=3)=[CH:14][N:15]=2)[CH2:10][CH2:9][CH2:8]1)([CH3:4])([CH3:3])[CH3:2].C(N(CC)CC)C.[CH3:45][C:46]([O:49][C:50](O[C:50]([O:49][C:46]([CH3:48])([CH3:47])[CH3:45])=[O:51])=[O:51])([CH3:48])[CH3:47]. The catalyst is C1COCC1.CN(C1C=CN=CC=1)C.C(OCC)(=O)C. The product is [Si:5]([O:6][C:7]1([C:11]2[S:12][C:13]([C:16]3[CH:17]=[C:18]([N:25]([C:26]4[N:31]=[C:30]([C:32]([F:33])([F:34])[F:35])[CH:29]=[CH:28][N:27]=4)[C:50](=[O:51])[O:49][C:46]([CH3:48])([CH3:47])[CH3:45])[CH:19]=[C:20]([N+:22]([O-:24])=[O:23])[CH:21]=3)=[CH:14][N:15]=2)[CH2:10][CH2:9][CH2:8]1)([C:1]([CH3:4])([CH3:3])[CH3:2])([CH3:37])[CH3:36]. The yield is 0.960. (2) The reactants are [N:1]1[CH:6]=[CH:5][N:4]=[CH:3][C:2]=1[CH2:7][OH:8].[Cl:9][C:10]1[CH:15]=[C:14]([NH:16][C:17]2[C:26]3[C:21](=[CH:22][CH:23]=[CH:24][C:25]=3[O:27][CH2:28][C@@H:29]3[CH2:33][CH2:32][CH2:31][N:30]3[C:34](=[O:39])[CH2:35][N:36]([CH3:38])[CH3:37])[N:20]=[CH:19][N:18]=2)[CH:13]=[CH:12][C:11]=1O. No catalyst specified. The product is [Cl:9][C:10]1[CH:15]=[C:14]([NH:16][C:17]2[C:26]3[C:21](=[CH:22][CH:23]=[CH:24][C:25]=3[O:27][CH2:28][C@@H:29]3[CH2:33][CH2:32][CH2:31][N:30]3[C:34](=[O:39])[CH2:35][N:36]([CH3:37])[CH3:38])[N:20]=[CH:19][N:18]=2)[CH:13]=[CH:12][C:11]=1[O:8][CH2:7][C:2]1[CH:3]=[N:4][CH:5]=[CH:6][N:1]=1. The yield is 0.190.